This data is from Merck oncology drug combination screen with 23,052 pairs across 39 cell lines. The task is: Regression. Given two drug SMILES strings and cell line genomic features, predict the synergy score measuring deviation from expected non-interaction effect. (1) Drug 1: COc1cc(C2c3cc4c(cc3C(OC3OC5COC(C)OC5C(O)C3O)C3COC(=O)C23)OCO4)cc(OC)c1O. Drug 2: NC1(c2ccc(-c3nc4ccn5c(=O)[nH]nc5c4cc3-c3ccccc3)cc2)CCC1. Cell line: NCIH23. Synergy scores: synergy=-169. (2) Drug 1: CS(=O)(=O)CCNCc1ccc(-c2ccc3ncnc(Nc4ccc(OCc5cccc(F)c5)c(Cl)c4)c3c2)o1. Drug 2: CCC1(O)C(=O)OCc2c1cc1n(c2=O)Cc2cc3c(CN(C)C)c(O)ccc3nc2-1. Cell line: NCIH460. Synergy scores: synergy=5.06. (3) Drug 1: O=C(CCCCCCC(=O)Nc1ccccc1)NO. Drug 2: O=C(O)C1(Cc2cccc(Nc3nccs3)n2)CCC(Oc2cccc(Cl)c2F)CC1. Cell line: ES2. Synergy scores: synergy=9.95. (4) Drug 1: COc1cc(C2c3cc4c(cc3C(OC3OC5COC(C)OC5C(O)C3O)C3COC(=O)C23)OCO4)cc(OC)c1O. Drug 2: CC1(c2nc3c(C(N)=O)cccc3[nH]2)CCCN1. Cell line: MSTO. Synergy scores: synergy=26.7. (5) Drug 1: CN1C(=O)C=CC2(C)C3CCC4(C)C(NC(=O)OCC(F)(F)F)CCC4C3CCC12. Drug 2: N#Cc1ccc(Cn2cncc2CN2CCN(c3cccc(Cl)c3)C(=O)C2)cc1. Cell line: UWB1289. Synergy scores: synergy=18.4.